Dataset: CYP3A4 inhibition data for predicting drug metabolism from PubChem BioAssay. Task: Regression/Classification. Given a drug SMILES string, predict its absorption, distribution, metabolism, or excretion properties. Task type varies by dataset: regression for continuous measurements (e.g., permeability, clearance, half-life) or binary classification for categorical outcomes (e.g., BBB penetration, CYP inhibition). Dataset: cyp3a4_veith. The drug is NC(=O)C1=CN([C@@H]2O[C@@H](COP(=O)([O-])OP(=O)([O-])OC[C@@H]3O[C@H](n4cnc5c(N)ncnc54)[C@@H](OP(=O)([O-])[O-])[C@@H]3O)[C@H](O)[C@@H]2O)C=CC1.[Na+].[Na+].[Na+].[Na+]. The result is 0 (non-inhibitor).